This data is from CYP3A4 inhibition data for predicting drug metabolism from PubChem BioAssay. The task is: Regression/Classification. Given a drug SMILES string, predict its absorption, distribution, metabolism, or excretion properties. Task type varies by dataset: regression for continuous measurements (e.g., permeability, clearance, half-life) or binary classification for categorical outcomes (e.g., BBB penetration, CYP inhibition). Dataset: cyp3a4_veith. (1) The compound is CC(=O)Nc1ccnc(-c2cccnc2)n1. The result is 0 (non-inhibitor). (2) The drug is Cc1cc(C(F)(F)F)n2nc(-c3cnn(C)c3C(F)(F)F)c(Cl)c2n1. The result is 0 (non-inhibitor). (3) The drug is CC1CCc2cc(F)ccc2N1C(=O)CSc1nnc2c(n1)[nH]c1ccc(F)cc12. The result is 1 (inhibitor). (4) The compound is COc1ccc(C(=O)N2CCC3(CC2)CN(C(=O)Nc2cccc(C#N)c2)C3)cc1. The result is 1 (inhibitor).